From a dataset of Forward reaction prediction with 1.9M reactions from USPTO patents (1976-2016). Predict the product of the given reaction. (1) Given the reactants [CH3:1][N:2]([C@@H:10]([CH3:34])[C:11]([NH:13][C@H:14]1[C@H:20]([CH3:21])[N:19]([C:22](=[O:28])[CH2:23][S:24]([CH3:27])(=[O:26])=[O:25])[C:18]2[CH:29]=[CH:30][CH:31]=[CH:32][C:17]=2[NH:16][C:15]1=[O:33])=[O:12])[C:3](=[O:9])[O:4][C:5]([CH3:8])([CH3:7])[CH3:6].Br.Br[CH2:37][C:38]1[C:47]2[C:42](=[CH:43][CH:44]=[CH:45][CH:46]=2)[N:41]=[CH:40][CH:39]=1.C(=O)([O-])[O-].[Cs+].[Cs+], predict the reaction product. The product is: [CH3:1][N:2]([C@@H:10]([CH3:34])[C:11]([NH:13][C@H:14]1[C@H:20]([CH3:21])[N:19]([C:22](=[O:28])[CH2:23][S:24]([CH3:27])(=[O:25])=[O:26])[C:18]2[CH:29]=[CH:30][CH:31]=[CH:32][C:17]=2[N:16]([CH2:37][C:38]2[C:47]3[C:42](=[CH:43][CH:44]=[CH:45][CH:46]=3)[N:41]=[CH:40][CH:39]=2)[C:15]1=[O:33])=[O:12])[C:3](=[O:9])[O:4][C:5]([CH3:6])([CH3:7])[CH3:8]. (2) Given the reactants FC1C=C(C2ON=C(C(N3C[C@H](CC(C)C)NC(=O)[C@@H]3CC(C)C)=O)C=2)C=CC=1F.[CH:31]1([C@@H:36]2[NH:41][C:40](=[O:42])[C@H:39]([CH2:43][CH:44]([CH3:46])[CH3:45])[NH:38][CH2:37]2)[CH2:35][CH2:34][CH2:33][CH2:32]1.[C:47]([C:49]1[CH:54]=[CH:53][C:52]([C:55]2[O:59][N:58]=[C:57]([C:60](O)=[O:61])[CH:56]=2)=[CH:51][CH:50]=1)#[N:48], predict the reaction product. The product is: [CH:31]1([C@H:36]2[CH2:37][N:38]([C:60]([C:57]3[CH:56]=[C:55]([C:52]4[CH:53]=[CH:54][C:49]([C:47]#[N:48])=[CH:50][CH:51]=4)[O:59][N:58]=3)=[O:61])[C@@H:39]([CH2:43][CH:44]([CH3:46])[CH3:45])[C:40](=[O:42])[NH:41]2)[CH2:32][CH2:33][CH2:34][CH2:35]1.